This data is from NCI-60 drug combinations with 297,098 pairs across 59 cell lines. The task is: Regression. Given two drug SMILES strings and cell line genomic features, predict the synergy score measuring deviation from expected non-interaction effect. (1) Drug 1: C1=CC(=CC=C1C#N)C(C2=CC=C(C=C2)C#N)N3C=NC=N3. Drug 2: CC1CCCC2(C(O2)CC(NC(=O)CC(C(C(=O)C(C1O)C)(C)C)O)C(=CC3=CSC(=N3)C)C)C. Cell line: EKVX. Synergy scores: CSS=10.3, Synergy_ZIP=-5.12, Synergy_Bliss=1.74, Synergy_Loewe=2.66, Synergy_HSA=3.28. (2) Drug 1: CNC(=O)C1=CC=CC=C1SC2=CC3=C(C=C2)C(=NN3)C=CC4=CC=CC=N4. Drug 2: CC12CCC(CC1=CCC3C2CCC4(C3CC=C4C5=CN=CC=C5)C)O. Cell line: K-562. Synergy scores: CSS=53.3, Synergy_ZIP=4.65, Synergy_Bliss=5.70, Synergy_Loewe=-10.9, Synergy_HSA=6.10. (3) Drug 1: CC(C1=C(C=CC(=C1Cl)F)Cl)OC2=C(N=CC(=C2)C3=CN(N=C3)C4CCNCC4)N. Drug 2: CC1C(C(CC(O1)OC2CC(CC3=C2C(=C4C(=C3O)C(=O)C5=C(C4=O)C(=CC=C5)OC)O)(C(=O)CO)O)N)O.Cl. Cell line: SW-620. Synergy scores: CSS=37.7, Synergy_ZIP=-3.49, Synergy_Bliss=-4.47, Synergy_Loewe=-6.02, Synergy_HSA=-2.91.